Dataset: Forward reaction prediction with 1.9M reactions from USPTO patents (1976-2016). Task: Predict the product of the given reaction. (1) Given the reactants [Br:1][C:2]1[CH:3]=[C:4]([C:9]([C:13]2[CH:14]=[N:15][C:16](F)=[CH:17][CH:18]=2)=[CH:10]OC)[C:5]([NH2:8])=[N:6][CH:7]=1.Cl(O)(=O)(=O)=[O:21], predict the reaction product. The product is: [Br:1][C:2]1[CH:3]=[C:4]2[C:9]([C:13]3[CH:18]=[CH:17][C:16]([OH:21])=[N:15][CH:14]=3)=[CH:10][NH:8][C:5]2=[N:6][CH:7]=1. (2) Given the reactants [C:1]([CH2:3][C:4]([O:6]CC)=O)#[N:2].[NH:9]1[CH2:13][CH2:12][CH2:11][CH2:10]1, predict the reaction product. The product is: [O:6]=[C:4]([N:9]1[CH2:13][CH2:12][CH2:11][CH2:10]1)[CH2:3][C:1]#[N:2]. (3) Given the reactants [F:1][C:2]1[CH:3]=[C:4]2[C:8](=[CH:9][C:10]=1[C:11]([F:14])([F:13])[F:12])[N:7](S(C)(=O)=O)[C:6]([C:19]([OH:29])([CH2:27][CH3:28])[CH2:20][S:21][CH2:22][C:23]([F:26])([F:25])[F:24])=[CH:5]2.[OH-].[Na+], predict the reaction product. The product is: [F:1][C:2]1[CH:3]=[C:4]2[C:8](=[CH:9][C:10]=1[C:11]([F:13])([F:14])[F:12])[NH:7][C:6]([C:19]([OH:29])([CH2:27][CH3:28])[CH2:20][S:21][CH2:22][C:23]([F:25])([F:24])[F:26])=[CH:5]2. (4) Given the reactants [NH2:1][C:2]1[N:11]=[CH:10][C:9]2[C:4](=[CH:5][CH:6]=[C:7]([C:12]3[C:13]([CH3:25])=[CH:14][C:15]([F:24])=[C:16]([CH:23]=3)[C:17]([NH:19][CH:20]3[CH2:22][CH2:21]3)=[O:18])[CH:8]=2)[N:3]=1.[O:26]1[CH2:31][CH2:30][N:29]([CH2:32][CH2:33]N)[CH2:28][CH2:27]1, predict the reaction product. The product is: [CH:20]1([NH:19][C:17](=[O:18])[C:16]2[CH:23]=[C:12]([C:7]3[CH:8]=[C:9]4[C:4](=[CH:5][CH:6]=3)[N:3]=[C:2]([NH:1][CH2:33][CH2:32][N:29]3[CH2:30][CH2:31][O:26][CH2:27][CH2:28]3)[N:11]=[CH:10]4)[C:13]([CH3:25])=[CH:14][C:15]=2[F:24])[CH2:21][CH2:22]1. (5) Given the reactants [CH2:1]([O:8][C:9]([NH:11][CH2:12][CH2:13][CH2:14][C@H:15]([NH:28]C(OC(C)(C)C)=O)[C:16]([NH:18][CH2:19][CH2:20][CH2:21][CH2:22][CH2:23][C:24]([O:26][CH3:27])=[O:25])=[O:17])=[O:10])[C:2]1[CH:7]=[CH:6][CH:5]=[CH:4][CH:3]=1.[ClH:36], predict the reaction product. The product is: [ClH:36].[NH2:28][C@@H:15]([CH2:14][CH2:13][CH2:12][NH:11][C:9]([O:8][CH2:1][C:2]1[CH:7]=[CH:6][CH:5]=[CH:4][CH:3]=1)=[O:10])[C:16]([NH:18][CH2:19][CH2:20][CH2:21][CH2:22][CH2:23][C:24]([O:26][CH3:27])=[O:25])=[O:17]. (6) Given the reactants [C:1]([O:5][C:6]([N:8]1[CH2:12][C@@H:11]([NH:13]C(OCC[Si](C)(C)C)=O)[C@H:10]([CH2:23][NH:24][CH:25]([CH3:27])[CH3:26])[CH2:9]1)=[O:7])([CH3:4])([CH3:3])[CH3:2].C([C@H]1CNC[C@@H]1CN(C(C)C)[C:42]([C:44]1[CH:52]=[C:51]2[C:47]([C:48]([CH3:58])=[CH:49][N:50]2[CH2:53][CH2:54][CH2:55][O:56][CH3:57])=[CH:46][CH:45]=1)=[O:43])C1C=CC=CC=1.CCCCCC.CCOC(C)=O.CC#N.O, predict the reaction product. The product is: [C:1]([O:5][C:6]([N:8]1[CH2:9][C@@H:10]([CH2:23][N:24]([CH:25]([CH3:26])[CH3:27])[C:42]([C:44]2[CH:52]=[C:51]3[C:47]([C:48]([CH3:58])=[CH:49][N:50]3[CH2:53][CH2:54][CH2:55][O:56][CH3:57])=[CH:46][CH:45]=2)=[O:43])[C@H:11]([NH2:13])[CH2:12]1)=[O:7])([CH3:2])([CH3:3])[CH3:4]. (7) Given the reactants C(OC([N:8]1[CH2:12][CH2:11][CH:10]([NH:13][C:14](=[O:29])[CH2:15][CH2:16][C:17]([C:21]2[CH:26]=[CH:25][C:24]([Cl:27])=[C:23]([Cl:28])[CH:22]=2)=[N:18][O:19][CH3:20])[CH2:9]1)=O)(C)(C)C.C(Cl)Cl.C(O)(C(F)(F)F)=O, predict the reaction product. The product is: [Cl:28][C:23]1[CH:22]=[C:21]([C:17](=[N:18][O:19][CH3:20])[CH2:16][CH2:15][C:14]([NH:13][CH:10]2[CH2:11][CH2:12][NH:8][CH2:9]2)=[O:29])[CH:26]=[CH:25][C:24]=1[Cl:27]. (8) Given the reactants C[N:2]([CH:4]=[C:5]([C:10](=[O:14])[CH2:11][O:12][CH3:13])[C:6]([O:8][CH3:9])=[O:7])C.Cl.NO, predict the reaction product. The product is: [CH3:13][O:12][CH2:11][C:10]1[O:14][N:2]=[CH:4][C:5]=1[C:6]([O:8][CH3:9])=[O:7]. (9) Given the reactants Br[C:2]1[CH:3]=[C:4]2[C:9](=[CH:10][CH:11]=1)[N:8]=[CH:7][C:6]([C:12]([CH:14]1[CH2:16][CH2:15]1)=[O:13])=[C:5]2[NH:17][C:18]1[CH:19]=[CH:20][C:21]([N:24]2[CH2:29][CH2:28][N:27](C(OC(C)(C)C)=O)[CH2:26][CH2:25]2)=[N:22][CH:23]=1.[Cl:37][C:38]1[CH:43]=[C:42](B2OC(C)(C)C(C)(C)O2)[CH:41]=[C:40]([F:53])[C:39]=1[OH:54], predict the reaction product. The product is: [Cl:37][C:38]1[CH:43]=[C:42]([C:2]2[CH:3]=[C:4]3[C:9](=[CH:10][CH:11]=2)[N:8]=[CH:7][C:6]([C:12]([CH:14]2[CH2:15][CH2:16]2)=[O:13])=[C:5]3[NH:17][C:18]2[CH:23]=[N:22][C:21]([N:24]3[CH2:29][CH2:28][NH:27][CH2:26][CH2:25]3)=[CH:20][CH:19]=2)[CH:41]=[C:40]([F:53])[C:39]=1[OH:54]. (10) The product is: [CH2:24]([N:31]1[C:4](=[O:5])[C:6]2[CH:7]=[N:8][C:9]3[C:10]([O:22][CH3:23])=[CH:11][CH:12]=[CH:13][C:14]=3[C:15]=2[N:16]([CH:17]2[CH2:21][CH2:20][CH2:19][CH2:18]2)[C:32]1=[O:33])[C:25]1[CH:30]=[CH:29][CH:28]=[CH:27][CH:26]=1. Given the reactants C(O[C:4]([C:6]1[CH:7]=[N:8][C:9]2[C:14]([C:15]=1[NH:16][CH:17]1[CH2:21][CH2:20][CH2:19][CH2:18]1)=[CH:13][CH:12]=[CH:11][C:10]=2[O:22][CH3:23])=[O:5])C.[CH2:24]([N:31]=[C:32]=[O:33])[C:25]1[CH:30]=[CH:29][CH:28]=[CH:27][CH:26]=1, predict the reaction product.